From a dataset of Full USPTO retrosynthesis dataset with 1.9M reactions from patents (1976-2016). Predict the reactants needed to synthesize the given product. (1) The reactants are: [N:1]1[CH:6]=[CH:5][CH:4]=[CH:3][C:2]=1[C:7]1[O:11][CH:10]=[N:9][CH:8]=1.[C:12]1([CH3:27])[CH:17]=[CH:16][CH:15]=[C:14]([CH2:18][CH2:19][CH2:20][CH2:21][CH2:22][CH2:23][C:24](O)=[O:25])[CH:13]=1. Given the product [O:25]=[C:24]([C:10]1[O:11][C:7]([C:2]2[CH:3]=[CH:4][CH:5]=[CH:6][N:1]=2)=[CH:8][N:9]=1)[CH2:23][CH2:22][CH2:21][CH2:20][CH2:19][CH2:18][C:14]1[CH:13]=[C:12]([CH3:27])[CH:17]=[CH:16][CH:15]=1, predict the reactants needed to synthesize it. (2) Given the product [CH2:6]([NH:13][C:14]([C:16]1[S:17][C:18]([N:22]2[CH:27]=[CH:26][C:25]([O:28][CH2:4][CH:1]3[CH2:3][CH2:2]3)=[CH:24][C:23]2=[O:29])=[CH:19][C:20]=1[CH3:21])=[O:15])[C:7]1[CH:8]=[CH:9][CH:10]=[CH:11][CH:12]=1, predict the reactants needed to synthesize it. The reactants are: [CH:1]1([CH2:4]Br)[CH2:3][CH2:2]1.[CH2:6]([NH:13][C:14]([C:16]1[S:17][C:18]([N:22]2[CH:27]=[CH:26][C:25]([OH:28])=[CH:24][C:23]2=[O:29])=[CH:19][C:20]=1[CH3:21])=[O:15])[C:7]1[CH:12]=[CH:11][CH:10]=[CH:9][CH:8]=1.